This data is from Full USPTO retrosynthesis dataset with 1.9M reactions from patents (1976-2016). The task is: Predict the reactants needed to synthesize the given product. The reactants are: C(OC([N:8]1[C:16]2[C:11](=[CH:12][C:13]([C:17]3[CH:18]=[N:19][CH:20]=[CH:21][CH:22]=3)=[CH:14][CH:15]=2)[C:10]([C:23]([O:25][CH2:26][C:27]2[CH:32]=[CH:31][CH:30]=[CH:29][CH:28]=2)=[O:24])=[C:9]1[CH3:33])=O)(C)(C)C.FC(F)(F)C(O)=O. Given the product [CH2:26]([O:25][C:23]([C:10]1[C:11]2[C:16](=[CH:15][CH:14]=[C:13]([C:17]3[CH:18]=[N:19][CH:20]=[CH:21][CH:22]=3)[CH:12]=2)[NH:8][C:9]=1[CH3:33])=[O:24])[C:27]1[CH:28]=[CH:29][CH:30]=[CH:31][CH:32]=1, predict the reactants needed to synthesize it.